Regression/Classification. Given a drug SMILES string, predict its absorption, distribution, metabolism, or excretion properties. Task type varies by dataset: regression for continuous measurements (e.g., permeability, clearance, half-life) or binary classification for categorical outcomes (e.g., BBB penetration, CYP inhibition). Dataset: cyp1a2_veith. From a dataset of CYP1A2 inhibition data for predicting drug metabolism from PubChem BioAssay. (1) The molecule is Clc1cncc(N2CCNCC2)n1. The result is 1 (inhibitor). (2) The drug is CN(C)c1ncc2ncc(=O)n(Cc3ccc(F)cc3)c2n1. The result is 1 (inhibitor). (3) The drug is Cc1ccc(CNC(=O)C2CC(c3ccccc3[N+](=O)[O-])=NO2)o1. The result is 1 (inhibitor).